This data is from Forward reaction prediction with 1.9M reactions from USPTO patents (1976-2016). The task is: Predict the product of the given reaction. (1) Given the reactants [OH:1][C:2]1[CH:3]=[C:4]2[C:8](=[CH:9][CH:10]=1)[NH:7][C:6]([C:11]([NH2:13])=[O:12])=[C:5]2[S:14]([N:17]1[CH2:22][CH2:21][O:20][CH2:19][CH2:18]1)(=[O:16])=[O:15].C(=O)([O-])[O-].[Cs+].[Cs+].I[CH2:30][CH3:31].O, predict the reaction product. The product is: [CH2:30]([O:1][C:2]1[CH:3]=[C:4]2[C:8](=[CH:9][CH:10]=1)[NH:7][C:6]([C:11]([NH2:13])=[O:12])=[C:5]2[S:14]([N:17]1[CH2:22][CH2:21][O:20][CH2:19][CH2:18]1)(=[O:16])=[O:15])[CH3:31]. (2) Given the reactants C[O:2][C:3]1[CH:8]=[CH:7][C:6]([C:9]2[CH:14]=[CH:13][C:12]([C:15](=[O:17])[CH3:16])=[CH:11][C:10]=2[CH3:18])=[CH:5][CH:4]=1.B(Br)(Br)Br.O, predict the reaction product. The product is: [OH:2][C:3]1[CH:4]=[CH:5][C:6]([C:9]2[CH:14]=[CH:13][C:12]([C:15](=[O:17])[CH3:16])=[CH:11][C:10]=2[CH3:18])=[CH:7][CH:8]=1. (3) Given the reactants [CH3:1][C:2]1[CH:7]=[CH:6][C:5]([C:8]([CH3:10])=[CH2:9])=[C:4]([N+:11]([O-])=O)[CH:3]=1, predict the reaction product. The product is: [CH:8]([C:5]1[CH:6]=[CH:7][C:2]([CH3:1])=[CH:3][C:4]=1[NH2:11])([CH3:10])[CH3:9]. (4) Given the reactants [NH2:1][C:2]1[CH:3]=[C:4]([CH2:9][OH:10])[CH:5]=[CH:6][C:7]=1[CH3:8].C(N(CC)CC)C.[C:18](Cl)(=[O:20])[CH3:19], predict the reaction product. The product is: [OH:10][CH2:9][C:4]1[CH:5]=[CH:6][C:7]([CH3:8])=[C:2]([NH:1][C:18](=[O:20])[CH3:19])[CH:3]=1.